From a dataset of Forward reaction prediction with 1.9M reactions from USPTO patents (1976-2016). Predict the product of the given reaction. (1) Given the reactants [CH3:1][C:2]1[N:11]=[C:10]([N:12]2[CH2:17][CH2:16][O:15][CH2:14][CH2:13]2)[C:9]2[C:4](=[C:5]([NH2:18])[CH:6]=[CH:7][CH:8]=2)[N:3]=1.[Cl:19][C:20]1[C:25]([C:26](O)=[O:27])=[C:24]([F:29])[C:23]([CH2:30][NH:31][C:32](=[O:37])[C:33]([CH3:36])([CH3:35])[CH3:34])=[CH:22][CH:21]=1.C(Cl)(=O)C(Cl)=O.CCN(C(C)C)C(C)C, predict the reaction product. The product is: [Cl:19][C:20]1[C:25]([C:26]([NH:18][C:5]2[CH:6]=[CH:7][CH:8]=[C:9]3[C:4]=2[N:3]=[C:2]([CH3:1])[N:11]=[C:10]3[N:12]2[CH2:17][CH2:16][O:15][CH2:14][CH2:13]2)=[O:27])=[C:24]([F:29])[C:23]([CH2:30][NH:31][C:32](=[O:37])[C:33]([CH3:35])([CH3:34])[CH3:36])=[CH:22][CH:21]=1. (2) Given the reactants C([O:3][C:4](=[O:12])[CH:5]([Cl:11])[C:6]([O:8]CC)=[O:7])C.[OH-].[Na+:14], predict the reaction product. The product is: [Cl:11][CH:5]([C:6]([O-:8])=[O:7])[C:4]([O-:12])=[O:3].[Na+:14].[Na+:14]. (3) Given the reactants [C:1]([O-:4])([O-])=O.[Na+].[Na+].[Cl:7][C:8]1[CH:9]=[C:10]([S:15][S:15][C:10]2[CH:11]=[C:12]([Cl:14])[CH:13]=[C:8]([Cl:7])[CH:9]=2)[CH:11]=[C:12]([Cl:14])[CH:13]=1.BrBr.C[OH:28], predict the reaction product. The product is: [Cl:7][C:8]1[CH:9]=[C:10]([S:15]([O:4][CH3:1])=[O:28])[CH:11]=[C:12]([Cl:14])[CH:13]=1. (4) Given the reactants C1(S([N:10]2[C:14]3[CH:15]=[N:16][C:17]([C:21]#[N:22])=[C:18]([CH2:19][CH3:20])[C:13]=3[C:12]3[CH:23]=[CH:24][CH:25]=[N:26][C:11]2=3)(=O)=O)C=CC=CC=1.C(Cl)Cl.N, predict the reaction product. The product is: [CH2:19]([C:18]1[C:13]2[C:12]3[CH:23]=[CH:24][CH:25]=[N:26][C:11]=3[NH:10][C:14]=2[CH:15]=[N:16][C:17]=1[C:21]#[N:22])[CH3:20]. (5) Given the reactants [Br:1][C:2]1[CH:3]=[CH:4][C:5]([O:21][CH3:22])=[C:6]([S:8]([NH:11][C:12]2[CH:13]=[N:14][CH:15]=[C:16]([CH:20]=2)[C:17]([OH:19])=O)(=[O:10])=[O:9])[CH:7]=1.CCN(C(C)C)C(C)C.[CH:32]1([NH2:38])[CH2:37][CH2:36][CH2:35][CH2:34][CH2:33]1.CN(C(ON1N=NC2C=CC=NC1=2)=[N+](C)C)C.F[P-](F)(F)(F)(F)F, predict the reaction product. The product is: [Br:1][C:2]1[CH:3]=[CH:4][C:5]([O:21][CH3:22])=[C:6]([S:8]([NH:11][C:12]2[CH:13]=[N:14][CH:15]=[C:16]([CH:20]=2)[C:17]([NH:38][CH:32]2[CH2:37][CH2:36][CH2:35][CH2:34][CH2:33]2)=[O:19])(=[O:9])=[O:10])[CH:7]=1. (6) Given the reactants Cl.[CH2:2]([O:4][C:5](=[O:10])[C:6]([CH3:9])([CH3:8])[NH2:7])[CH3:3].CCN(CC)CC.CN(C(ON1N=NC2C=CC=CC1=2)=[N+](C)C)C.F[P-](F)(F)(F)(F)F.[Cl:42][C:43]1[C:51]2[C:46](=[CH:47][CH:48]=[C:49]([O:52][C:53]3[CH:58]=[CH:57][C:56]([C:59]([F:62])([F:61])[F:60])=[CH:55][CH:54]=3)[CH:50]=2)[N:45]([C:63]2[CH:68]=[CH:67][C:66]([O:69][CH:70]([CH3:72])[CH3:71])=[CH:65][CH:64]=2)[C:44]=1[C:73](O)=[O:74], predict the reaction product. The product is: [CH2:2]([O:4][C:5](=[O:10])[C:6]([NH:7][C:73]([C:44]1[N:45]([C:63]2[CH:64]=[CH:65][C:66]([O:69][CH:70]([CH3:72])[CH3:71])=[CH:67][CH:68]=2)[C:46]2[C:51]([C:43]=1[Cl:42])=[CH:50][C:49]([O:52][C:53]1[CH:54]=[CH:55][C:56]([C:59]([F:62])([F:61])[F:60])=[CH:57][CH:58]=1)=[CH:48][CH:47]=2)=[O:74])([CH3:9])[CH3:8])[CH3:3]. (7) Given the reactants COC([CH:5]1[N:10]([C:11]2[CH:16]=[CH:15][C:14]([C:17]([F:20])([F:19])[F:18])=[CH:13][N:12]=2)[CH2:9][CH2:8][N:7](C(OC(C)(C)C)=O)[CH2:6]1)=O.[C:28]([OH:34])(C(F)(F)F)=[O:29].[CH2:35](Cl)Cl, predict the reaction product. The product is: [CH3:35][O:34][C:28]([C@H:6]1[CH2:5][N:10]([C:11]2[CH:16]=[CH:15][C:14]([C:17]([F:18])([F:19])[F:20])=[CH:13][N:12]=2)[CH2:9][CH2:8][NH:7]1)=[O:29]. (8) Given the reactants Br[C:2]1[CH:7]=[CH:6][C:5]([O:8][CH3:9])=[CH:4][CH:3]=1.[CH3:10][N:11]([CH3:21])[CH2:12][C@H:13]1[C:15]2([CH2:20][CH2:19][CH2:18][CH2:17][CH2:16]2)[O:14]1, predict the reaction product. The product is: [CH3:10][N:11]([CH2:12][C@@H:13]([C:15]1([OH:14])[CH2:20][CH2:19][CH2:18][CH2:17][CH2:16]1)[C:2]1[CH:7]=[CH:6][C:5]([O:8][CH3:9])=[CH:4][CH:3]=1)[CH3:21]. (9) Given the reactants [F:1][C:2]([F:41])([F:40])[C:3]1[CH:4]=[C:5]([C@H:13]2[O:17][C:16](=[O:18])[N:15]([CH2:19][C:20]3[C:21]([NH:30][CH:31]4[CH2:36][CH2:35][NH:34][CH:33]([CH2:37][CH3:38])[CH2:32]4)=[N:22][CH:23]=[C:24]([C:26]([F:29])([F:28])[F:27])[CH:25]=3)[C@H:14]2[CH3:39])[CH:6]=[C:7]([C:9]([F:12])([F:11])[F:10])[CH:8]=1.[C:42](Cl)(=[O:44])[CH3:43], predict the reaction product. The product is: [F:10][C:9]([F:12])([F:11])[C:7]1[CH:6]=[C:5]([C@H:13]2[O:17][C:16](=[O:18])[N:15]([CH2:19][C:20]3[C:21]([NH:30][CH:31]4[CH2:36][CH2:35][N:34]([C:42](=[O:44])[CH3:43])[CH:33]([CH2:37][CH3:38])[CH2:32]4)=[N:22][CH:23]=[C:24]([C:26]([F:28])([F:29])[F:27])[CH:25]=3)[C@H:14]2[CH3:39])[CH:4]=[C:3]([C:2]([F:1])([F:40])[F:41])[CH:8]=1. (10) Given the reactants Cl.[NH2:2]O.C(OC([NH:9][C:10](=S)[NH:11][C:12]1[N:17]=[C:16]([NH:18][C:19](=[O:21])[CH3:20])[CH:15]=[CH:14][CH:13]=1)=O)C, predict the reaction product. The product is: [NH2:2][C:10]1[N:11]=[C:12]2[CH:13]=[CH:14][CH:15]=[C:16]([NH:18][C:19](=[O:21])[CH3:20])[N:17]2[N:9]=1.